The task is: Regression. Given a peptide amino acid sequence and an MHC pseudo amino acid sequence, predict their binding affinity value. This is MHC class I binding data.. This data is from Peptide-MHC class I binding affinity with 185,985 pairs from IEDB/IMGT. (1) The peptide sequence is KMVGTVQRV. The MHC is HLA-A26:01 with pseudo-sequence HLA-A26:01. The binding affinity (normalized) is 0.0847. (2) The MHC is HLA-A02:11 with pseudo-sequence HLA-A02:11. The peptide sequence is RLKHIFLIF. The binding affinity (normalized) is 0.0847. (3) The peptide sequence is YVASYLLAAL. The MHC is HLA-A68:02 with pseudo-sequence HLA-A68:02. The binding affinity (normalized) is 0.773. (4) The peptide sequence is EEPVPLLPLS. The MHC is HLA-B44:02 with pseudo-sequence HLA-B44:02. The binding affinity (normalized) is 0.107. (5) The peptide sequence is SLTIPSFYT. The MHC is HLA-A02:01 with pseudo-sequence HLA-A02:01. The binding affinity (normalized) is 0.0847. (6) The peptide sequence is TRKIRSEEL. The MHC is HLA-B40:01 with pseudo-sequence HLA-B40:01. The binding affinity (normalized) is 0.0847. (7) The peptide sequence is GINPNMSC. The MHC is H-2-Kb with pseudo-sequence H-2-Kb. The binding affinity (normalized) is 0. (8) The peptide sequence is SMNYPNSYK. The MHC is HLA-A02:12 with pseudo-sequence HLA-A02:12. The binding affinity (normalized) is 0.0847.